From a dataset of Forward reaction prediction with 1.9M reactions from USPTO patents (1976-2016). Predict the product of the given reaction. (1) Given the reactants C[C:2]1([CH2:11][C:12]([O:14][CH2:15][CH3:16])=[O:13])[C:10]2[C:5](=[CH:6][CH:7]=[CH:8][CH:9]=2)[CH2:4][CH2:3]1, predict the reaction product. The product is: [CH:2]1([CH2:11][C:12]([O:14][CH2:15][CH3:16])=[O:13])[C:10]2[C:5](=[CH:6][CH:7]=[CH:8][CH:9]=2)[CH2:4][CH2:3]1. (2) The product is: [C:1]([N:29]1[CH2:30][CH2:31][CH:26]([CH2:25][CH2:24][N:17]2[C:16](=[O:32])[C:15]3[C:19](=[CH:20][CH:21]=[CH:22][C:14]=3[NH:13][C:11]([C:9]3[S:10][C:6]([Cl:5])=[CH:7][CH:8]=3)=[O:12])[C:18]2=[O:23])[CH2:27][CH2:28]1)(=[O:3])[CH3:2]. Given the reactants [C:1](Cl)(=[O:3])[CH3:2].[Cl:5][C:6]1[S:10][C:9]([C:11]([NH:13][C:14]2[CH:22]=[CH:21][CH:20]=[C:19]3[C:15]=2[C:16](=[O:32])[N:17]([CH2:24][CH2:25][CH:26]2[CH2:31][CH2:30][NH:29][CH2:28][CH2:27]2)[C:18]3=[O:23])=[O:12])=[CH:8][CH:7]=1.N1C=CC=CC=1, predict the reaction product.